This data is from Forward reaction prediction with 1.9M reactions from USPTO patents (1976-2016). The task is: Predict the product of the given reaction. (1) Given the reactants [OH:1][N:2]([CH3:15])[C:3]([N:5]1[CH2:10][CH2:9][CH:8]([C:11]([O:13]C)=[O:12])[CH2:7][CH2:6]1)=[O:4].O.[OH-].[Li+], predict the reaction product. The product is: [OH:1][N:2]([CH3:15])[C:3]([N:5]1[CH2:10][CH2:9][CH:8]([C:11]([OH:13])=[O:12])[CH2:7][CH2:6]1)=[O:4]. (2) Given the reactants [CH3:1][O:2][C:3]1[CH:4]=[CH:5][C:6]2[O:11][CH:10]([C:12]3[CH:17]=[CH:16][CH:15]=[CH:14][CH:13]=3)[C:9](=O)[NH:8][C:7]=2[CH:19]=1.O1CCCC1.[H-].[Al+3].[Li+].[H-].[H-].[H-].[OH-].[Na+], predict the reaction product. The product is: [CH3:1][O:2][C:3]1[CH:4]=[CH:5][C:6]2[O:11][CH:10]([C:12]3[CH:17]=[CH:16][CH:15]=[CH:14][CH:13]=3)[CH2:9][NH:8][C:7]=2[CH:19]=1. (3) Given the reactants [H-].[Al+3].[H-].[H-].[H-].[Al+3].[Li+].[H-].[H-].[H-].C([O:13][CH2:14][C:15]([C:17]1[C:25]2[C:20](=[N:21][CH:22]=[CH:23][C:24]=2[O:26][C:27]2[CH:32]=[CH:31][C:30]([N+:33]([O-])=O)=[CH:29][C:28]=2[F:36])[NH:19][CH:18]=1)=[O:16])=O, predict the reaction product. The product is: [NH2:33][C:30]1[CH:31]=[CH:32][C:27]([O:26][C:24]2[CH:23]=[CH:22][N:21]=[C:20]3[NH:19][CH:18]=[C:17]([CH:15]([OH:16])[CH2:14][OH:13])[C:25]=23)=[C:28]([F:36])[CH:29]=1. (4) Given the reactants Br[CH2:2][CH2:3][O:4][C:5]1[CH:10]=[CH:9][C:8]([N+:11]([O-:13])=[O:12])=[CH:7][CH:6]=1.[CH3:14][NH:15][CH3:16], predict the reaction product. The product is: [CH3:14][N:15]([CH3:16])[CH2:2][CH2:3][O:4][C:5]1[CH:10]=[CH:9][C:8]([N+:11]([O-:13])=[O:12])=[CH:7][CH:6]=1. (5) Given the reactants [N:1]([O-])=O.[Na+].[NH2:5][C:6]1[C:11]([CH3:12])=[CH:10][CH:9]=[CH:8][C:7]=1[C:13](=[O:21])[CH2:14][C:15]1[CH:20]=[CH:19][CH:18]=[CH:17][CH:16]=1.[OH-].[Na+], predict the reaction product. The product is: [CH3:12][C:11]1[CH:10]=[CH:9][CH:8]=[C:7]2[C:6]=1[N:5]=[N:1][C:14]([C:15]1[CH:16]=[CH:17][CH:18]=[CH:19][CH:20]=1)=[C:13]2[OH:21].